Dataset: Peptide-MHC class I binding affinity with 185,985 pairs from IEDB/IMGT. Task: Regression. Given a peptide amino acid sequence and an MHC pseudo amino acid sequence, predict their binding affinity value. This is MHC class I binding data. (1) The peptide sequence is SPAIFQCSM. The MHC is HLA-A30:02 with pseudo-sequence HLA-A30:02. The binding affinity (normalized) is 0. (2) The peptide sequence is LSTCNRTEI. The MHC is H-2-Db with pseudo-sequence H-2-Db. The binding affinity (normalized) is 0.469. (3) The MHC is HLA-A02:17 with pseudo-sequence HLA-A02:17. The peptide sequence is KMEKASFIEV. The binding affinity (normalized) is 0.304. (4) The MHC is HLA-B15:01 with pseudo-sequence HLA-B15:01. The peptide sequence is NQQVTNSKY. The binding affinity (normalized) is 0.594. (5) The peptide sequence is HRYLIRQSM. The MHC is HLA-A02:06 with pseudo-sequence HLA-A02:06. The binding affinity (normalized) is 0.0847. (6) The peptide sequence is NHYLCLNCL. The MHC is HLA-A02:03 with pseudo-sequence HLA-A02:03. The binding affinity (normalized) is 0.0847. (7) The peptide sequence is KLMALELFK. The MHC is HLA-A26:03 with pseudo-sequence HLA-A26:03. The binding affinity (normalized) is 0.0847.